From a dataset of Catalyst prediction with 721,799 reactions and 888 catalyst types from USPTO. Predict which catalyst facilitates the given reaction. (1) Reactant: Br[C:2]1[CH:7]=[CH:6][C:5]([CH:8]2[CH2:13][CH2:12][N:11]([C:14](=[O:16])[CH3:15])[CH2:10][CH2:9]2)=[CH:4][CH:3]=1.[CH3:17][O:18][C:19]([C:21]1[C:29]2[C:24](=[CH:25][C:26]([Cl:38])=[C:27](B3OCC(C)(C)CO3)[CH:28]=2)[NH:23][CH:22]=1)=[O:20].C(=O)([O-])[O-].[K+].[K+]. Product: [C:14]([N:11]1[CH2:12][CH2:13][CH:8]([C:5]2[CH:6]=[CH:7][C:2]([C:27]3[CH:28]=[C:29]4[C:24](=[CH:25][C:26]=3[Cl:38])[NH:23][CH:22]=[C:21]4[C:19]([O:18][CH3:17])=[O:20])=[CH:3][CH:4]=2)[CH2:9][CH2:10]1)(=[O:16])[CH3:15]. The catalyst class is: 38. (2) Reactant: FC(F)(F)S(O[C:7]1[CH:12]=[CH:11][C:10]([Cl:13])=[CH:9][C:8]=1[C:14]1[CH:19]=[CH:18][N:17]=[CH:16][CH:15]=1)(=O)=O.CC1(C)C(C)(C)OB([C:30]2[CH:47]=[CH:46][C:33]([O:34][CH2:35][C:36]3[CH:45]=[CH:44][C:43]4[C:38](=[CH:39][CH:40]=[CH:41][CH:42]=4)[N:37]=3)=[CH:32][CH:31]=2)O1.C([O-])([O-])=O.[Na+].[Na+]. Product: [Cl:13][C:10]1[CH:11]=[CH:12][C:7]([C:30]2[CH:31]=[CH:32][C:33]([O:34][CH2:35][C:36]3[CH:45]=[CH:44][C:43]4[C:38](=[CH:39][CH:40]=[CH:41][CH:42]=4)[N:37]=3)=[CH:46][CH:47]=2)=[C:8]([C:14]2[CH:19]=[CH:18][N:17]=[CH:16][CH:15]=2)[CH:9]=1. The catalyst class is: 12. (3) Reactant: [F:1][C:2]1[CH:8]=[CH:7][C:6]([O:9][CH3:10])=[CH:5][C:3]=1[NH2:4].Cl.Cl[C:13]1[CH:14]=CC(OC)=[C:17]2[C:22]=1N=C(C)C=C2.COC1C=CC=C2C=1CC[C@H](C)N2.C(=O)([O-])[O-].[K+].[K+]. Product: [F:1][C:2]1[CH:8]=[CH:7][C:6]([O:9][CH3:10])=[C:5]2[C:3]=1[N:4]=[C:22]([CH3:17])[CH:13]=[CH:14]2. The catalyst class is: 4. (4) Reactant: [OH:1][C:2]1[CH:7]=[CH:6][CH:5]=[CH:4][N:3]=1.[C:8]([O:13][CH2:14][C:15]1[CH:20]=[CH:19][CH:18]=[CH:17][CH:16]=1)(=[O:12])[CH:9]([CH3:11])O.C1(P(C2C=CC=CC=2)C2C=CC=CC=2)C=CC=CC=1.CCOC(/N=N/C(OCC)=O)=O. Product: [N:3]1[CH:4]=[CH:5][CH:6]=[CH:7][C:2]=1[O:1][CH:9]([CH3:11])[C:8]([O:13][CH2:14][C:15]1[CH:20]=[CH:19][CH:18]=[CH:17][CH:16]=1)=[O:12]. The catalyst class is: 635. (5) Reactant: [Br:1][C:2]1[CH:10]=[C:9]2[C:5]([CH2:6][C:7](=[O:11])[NH:8]2)=[N:4][CH:3]=1.[Cl:12][C:13]1[C:14]([F:21])=[C:15]([CH:18]=[CH:19][CH:20]=1)[CH:16]=O.N1CCCCC1. Product: [Br:1][C:2]1[CH:10]=[C:9]2[NH:8][C:7](=[O:11])/[C:6](=[CH:16]\[C:15]3[CH:18]=[CH:19][CH:20]=[C:13]([Cl:12])[C:14]=3[F:21])/[C:5]2=[N:4][CH:3]=1. The catalyst class is: 5. (6) Reactant: C[O:2][C:3]([C:5]1[C:6]2[CH:7]=[CH:8][N:9]([C:16]3[CH:21]=[CH:20][C:19]([F:22])=[CH:18][CH:17]=3)[C:10]=2[CH:11]=[C:12]([C:14]#[N:15])[CH:13]=1)=[O:4].[OH-].[Na+].Cl. Product: [C:14]([C:12]1[CH:13]=[C:5]([C:3]([OH:4])=[O:2])[C:6]2[CH:7]=[CH:8][N:9]([C:16]3[CH:17]=[CH:18][C:19]([F:22])=[CH:20][CH:21]=3)[C:10]=2[CH:11]=1)#[N:15]. The catalyst class is: 24. (7) Reactant: C(O[C:4]([C:6]1[N:7]([NH:11][C:12](=[NH:16])[CH2:13][CH2:14][CH3:15])[CH:8]=[CH:9][CH:10]=1)=[O:5])C.C(=O)([O-])[O-].[Cs+].[Cs+].[CH2:23](Br)[C:24]1[CH:29]=[CH:28][CH:27]=[CH:26][CH:25]=1. Product: [CH2:23]([N:16]1[C:4](=[O:5])[C:6]2=[CH:10][CH:9]=[CH:8][N:7]2[N:11]=[C:12]1[CH2:13][CH2:14][CH3:15])[C:24]1[CH:29]=[CH:28][CH:27]=[CH:26][CH:25]=1. The catalyst class is: 12. (8) Reactant: [Cl:1][C:2]1[N:7]=[C:6]([Cl:8])[N:5]=[C:4](Cl)[N:3]=1.[C:10](=O)(O)[O-:11].[Na+]. Product: [Cl:1][C:2]1[N:7]=[C:6]([Cl:8])[N:5]=[C:4]([O:11][CH3:10])[N:3]=1. The catalyst class is: 24. (9) Reactant: C(O[C:6]([C:8]1[N:9]=[CH:10][C:11]2[C:16]([C:17]=1[OH:18])=[CH:15][CH:14]=[C:13]([O:19][CH:20]1[CH2:25][CH2:24][CH2:23][CH2:22][CH2:21]1)[CH:12]=2)=[O:7])CCC.[NH2:26][C@H:27]([C:29]([OH:31])=[O:30])[CH3:28]. Product: [CH:20]1([O:19][C:13]2[CH:12]=[C:11]3[C:16]([C:17]([OH:18])=[C:8]([C:6]([NH:26][C@@H:27]([CH3:28])[C:29]([OH:31])=[O:30])=[O:7])[N:9]=[CH:10]3)=[CH:15][CH:14]=2)[CH2:25][CH2:24][CH2:23][CH2:22][CH2:21]1. The catalyst class is: 779.